Task: Predict the product of the given reaction.. Dataset: Forward reaction prediction with 1.9M reactions from USPTO patents (1976-2016) Given the reactants C1(S([N:10]2[C:14]3=[N:15][CH:16]=[CH:17][CH:18]=[C:13]3[C:12]([CH2:19][C:20]3[CH:21]=[CH:22][C:23]([NH:26][C:27]([NH:29][C:30]4[CH:35]=[CH:34][CH:33]=[C:32]([F:36])[CH:31]=4)=[O:28])=[N:24][CH:25]=3)=[CH:11]2)(=O)=O)C=CC=CC=1.[F-].C([N+](CCCC)(CCCC)CCCC)CCC.O, predict the reaction product. The product is: [F:36][C:32]1[CH:31]=[C:30]([NH:29][C:27]([NH:26][C:23]2[CH:22]=[CH:21][C:20]([CH2:19][C:12]3[C:13]4[C:14](=[N:15][CH:16]=[CH:17][CH:18]=4)[NH:10][CH:11]=3)=[CH:25][N:24]=2)=[O:28])[CH:35]=[CH:34][CH:33]=1.